From a dataset of Catalyst prediction with 721,799 reactions and 888 catalyst types from USPTO. Predict which catalyst facilitates the given reaction. (1) Reactant: [N+:1]([O-:9])([O:3][CH2:4][CH2:5][CH2:6][CH2:7][OH:8])=[O:2].[CH3:10][O:11][C:12]1[CH:13]=[CH:14][C:15]2[S:21][CH2:20][CH2:19][N:18]([CH2:22][C:23]3[CH:31]=[CH:30][C:26]([C:27](O)=[O:28])=[CH:25][CH:24]=3)[CH2:17][C:16]=2[N:32]=1. Product: [CH3:10][O:11][C:12]1[CH:13]=[CH:14][C:15]2[S:21][CH2:20][CH2:19][N:18]([CH2:22][C:23]3[CH:24]=[CH:25][C:26]([C:27]([O:8][CH2:7][CH2:6][CH2:5][CH2:4][O:3][N+:1]([O-:9])=[O:2])=[O:28])=[CH:30][CH:31]=3)[CH2:17][C:16]=2[N:32]=1. The catalyst class is: 2. (2) Product: [CH:3]1([N:6]2[C:7]([S:17][CH3:2])=[N:8][N:9]=[C:10]2[C:11]2[CH:16]=[CH:15][N:14]=[CH:13][CH:12]=2)[CH2:5][CH2:4]1. The catalyst class is: 494. Reactant: I[CH3:2].[CH:3]1([N:6]2[C:10]([C:11]3[CH:16]=[CH:15][N:14]=[CH:13][CH:12]=3)=[N:9][NH:8][C:7]2=[S:17])[CH2:5][CH2:4]1.